From a dataset of Forward reaction prediction with 1.9M reactions from USPTO patents (1976-2016). Predict the product of the given reaction. (1) The product is: [Br:22][C:13]1[CH:12]=[N:11][C:10]([N:7]2[CH2:8][CH2:9][CH:4]([CH2:3][CH2:2][NH:1][C:29](=[O:34])[C:30]([CH3:33])([CH3:32])[CH3:31])[CH2:5][CH2:6]2)=[C:15]2[S:16][C:17]([C:19]([NH2:21])=[O:20])=[CH:18][C:14]=12. Given the reactants [NH2:1][CH2:2][CH2:3][CH:4]1[CH2:9][CH2:8][N:7]([C:10]2[N:11]=[CH:12][C:13]([Br:22])=[C:14]3[CH:18]=[C:17]([C:19]([NH2:21])=[O:20])[S:16][C:15]=23)[CH2:6][CH2:5]1.N1C=CC=CC=1.[C:29](Cl)(=[O:34])[C:30]([CH3:33])([CH3:32])[CH3:31], predict the reaction product. (2) Given the reactants Cl[C:2]1[N:7]=[C:6]([NH2:8])[CH:5]=[CH:4][N:3]=1.CC1N=C(N)C=C([N:17]2[N:21]=[CH:20][CH:19]=[N:18]2)C=1, predict the reaction product. The product is: [N:18]1[N:17]([C:2]2[N:7]=[C:6]([NH2:8])[CH:5]=[CH:4][N:3]=2)[N:21]=[CH:20][CH:19]=1. (3) The product is: [CH2:27]([P+:18]([CH2:14][CH2:15][CH2:16][CH3:17])([CH2:19][CH2:20][CH2:21][CH3:22])[CH2:23][CH2:24][CH2:25][CH3:26])[CH2:28][CH2:29][CH3:30].[C:2]([O:6][C:7](=[O:13])[CH:8]([C:11]#[N:12])[CH:9]=[O:10])([CH3:5])([CH3:3])[CH3:4]. Given the reactants [K].[C:2]([O:6][C:7](=[O:13])[CH:8]([C:11]#[N:12])[CH:9]=[O:10])([CH3:5])([CH3:4])[CH3:3].[CH2:14]([P+:18]([CH2:27][CH2:28][CH2:29][CH3:30])([CH2:23][CH2:24][CH2:25][CH3:26])[CH2:19][CH2:20][CH2:21][CH3:22])[CH2:15][CH2:16][CH3:17].C(OC(=O)C(C#N)C=O)CCCCCCC, predict the reaction product.